From a dataset of CYP2D6 inhibition data for predicting drug metabolism from PubChem BioAssay. Regression/Classification. Given a drug SMILES string, predict its absorption, distribution, metabolism, or excretion properties. Task type varies by dataset: regression for continuous measurements (e.g., permeability, clearance, half-life) or binary classification for categorical outcomes (e.g., BBB penetration, CYP inhibition). Dataset: cyp2d6_veith. (1) The molecule is c1ccc([C@H](CCN2CCCC2)c2ccccn2)cc1. The result is 0 (non-inhibitor). (2) The drug is Fc1ccc(Nc2ncncc2-c2ccoc2)cc1. The result is 0 (non-inhibitor). (3) The molecule is CCC/C=C(\CCC)C(NS(=O)(=O)c1cccc2cccnc12)c1ccc(-c2ccccc2)cc1. The result is 0 (non-inhibitor). (4) The molecule is CN(C(=O)COc1cccc(Br)c1)C1CCS(=O)(=O)C1. The result is 0 (non-inhibitor). (5) The molecule is CCC(C)(N=Cc1ccccc1)c1nnnn1-c1c(C)cccc1C. The result is 0 (non-inhibitor). (6) The compound is O=C1[C@H]2[C@H]3C=C[C@@H]([C@H]2C(=O)N1CN1CCSCC1)[C@@H]1[C@H]3[C@@H]2C(=O)N(CN3CCSCC3)C(=O)[C@@H]21. The result is 0 (non-inhibitor).